Predict which catalyst facilitates the given reaction. From a dataset of Catalyst prediction with 721,799 reactions and 888 catalyst types from USPTO. Reactant: [OH:1][C:2]1[CH:7]=[CH:6][C:5]([N:8]2[C:13](=[O:14])[C:12]([CH2:15][C:16]3[CH:21]=[CH:20][C:19]([C:22]4[C:23]([C:28]#[N:29])=[CH:24][CH:25]=[CH:26][CH:27]=4)=[CH:18][CH:17]=3)=[C:11]([CH2:30][CH2:31][CH3:32])[N:10]=[C:9]2[CH3:33])=[CH:4][CH:3]=1.[F:34][CH2:35][CH:36](O)[CH3:37].C1(P(C2C=CC=CC=2)C2C=CC=CC=2)C=CC=CC=1.[N:59]([C:60]([O:62]C(C)C)=[O:61])=[N:59][C:60]([O:62]C(C)C)=[O:61]. Product: [F:34][CH2:35][CH:36]([CH3:37])[O:1][C:2]1[CH:3]=[CH:4][C:5]([N:8]2[C:13](=[O:14])[C:12]([CH2:15][C:16]3[CH:21]=[CH:20][C:19]([C:22]4[CH:27]=[CH:26][CH:25]=[CH:24][C:23]=4[C:28]4[NH:59][C:60](=[O:61])[O:62][N:29]=4)=[CH:18][CH:17]=3)=[C:11]([CH2:30][CH2:31][CH3:32])[N:10]=[C:9]2[CH3:33])=[CH:6][CH:7]=1. The catalyst class is: 253.